From a dataset of Reaction yield outcomes from USPTO patents with 853,638 reactions. Predict the reaction yield, written as a fraction of the theoretical maximum amount of product (1.0 means a 100% yield; for example, 0.34 means a 34% yield). The reactants are [C:1]([OH:20])(=[O:19])[CH2:2][CH2:3][CH2:4][CH2:5][CH2:6][CH2:7][CH2:8]/[CH:9]=[CH:10]\[CH2:11][CH2:12][CH2:13][CH2:14][CH2:15][CH2:16][CH2:17][CH3:18].CO.[CH:23](OC)(OC)OC.S(=O)(=O)(O)O. No catalyst specified. The product is [C:1]([O:20][CH3:23])(=[O:19])[CH2:2][CH2:3][CH2:4][CH2:5][CH2:6][CH2:7][CH2:8]/[CH:9]=[CH:10]\[CH2:11][CH2:12][CH2:13][CH2:14][CH2:15][CH2:16][CH2:17][CH3:18]. The yield is 1.00.